This data is from Forward reaction prediction with 1.9M reactions from USPTO patents (1976-2016). The task is: Predict the product of the given reaction. (1) Given the reactants [CH2:1]([O:5][C:6]1[C:15]2[C:10](=[CH:11][CH:12]=[C:13]([C:16]3[S:17][CH:18]=[CH:19][CH:20]=3)[CH:14]=2)[C:9](=[O:21])[N:8]([CH2:22][CH:23]([CH3:25])[CH3:24])[C:7]=1[CH2:26][NH:27]C(=O)OC(C)(C)C)[CH2:2][CH2:3][CH3:4].[ClH:35], predict the reaction product. The product is: [ClH:35].[NH2:27][CH2:26][C:7]1[N:8]([CH2:22][CH:23]([CH3:24])[CH3:25])[C:9](=[O:21])[C:10]2[C:15]([C:6]=1[O:5][CH2:1][CH2:2][CH2:3][CH3:4])=[CH:14][C:13]([C:16]1[S:17][CH:18]=[CH:19][CH:20]=1)=[CH:12][CH:11]=2. (2) Given the reactants [Br:1][C:2]1[CH:3]=[N:4][NH:5][CH:6]=1.C(=O)([O-])[O-].[Cs+].[Cs+].Br[CH2:14][CH2:15][Cl:16], predict the reaction product. The product is: [Br:1][C:2]1[CH:3]=[N:4][N:5]([CH2:14][CH2:15][Cl:16])[CH:6]=1. (3) Given the reactants [CH3:1][O:2][C:3]1[CH:4]=[C:5]2[C:10](=[CH:11][C:12]=1[O:13][CH2:14][CH2:15][O:16][CH3:17])[N:9]=[CH:8][N:7]=[C:6]2[NH:18][C:19]1[C:20]([CH:22]=[C:23]([N:27]2[CH2:29][CH:28]2[CH3:30])[C:24](=[O:26])[CH:25]=1)=[O:21].[O:31]1CCCC1, predict the reaction product. The product is: [OH:31][CH:28]([CH3:30])[CH2:29][NH:27][C:23]1[C:24]([CH:25]=[C:19]([NH:18][C:6]2[C:5]3[C:10](=[CH:11][C:12]([O:13][CH2:14][CH2:15][O:16][CH3:17])=[C:3]([O:2][CH3:1])[CH:4]=3)[N:9]=[CH:8][N:7]=2)[C:20](=[O:21])[CH:22]=1)=[O:26]. (4) Given the reactants [CH:1]([CH:4]1[CH2:6][O:5]1)([CH3:3])[CH3:2].[NH:7]1[CH:11]=[CH:10][N:9]=[CH:8]1, predict the reaction product. The product is: [N:7]1([CH2:6][CH:4]([OH:5])[CH:1]([CH3:3])[CH3:2])[CH:11]=[CH:10][N:9]=[CH:8]1. (5) Given the reactants [ClH:1].[CH3:2][N:3]([CH3:55])[CH2:4][CH2:5][NH:6][C:7]([C:9]1[CH:10]=[C:11]([C:15]2[CH:20]=[CH:19][CH:18]=[C:17]([CH2:21][C@H:22]([NH:37][C:38]([C@H:40]3[CH2:45][CH2:44][C@H:43]([CH2:46][NH:47]C(=O)OC(C)(C)C)[CH2:42][CH2:41]3)=[O:39])[C:23](=[O:36])[NH:24][C:25]3[CH:30]=[CH:29][C:28]([C:31]4[NH:35][N:34]=[N:33][N:32]=4)=[CH:27][CH:26]=3)[CH:16]=2)[CH:12]=[CH:13][CH:14]=1)=[O:8].C(#N)C, predict the reaction product. The product is: [ClH:1].[NH2:47][CH2:46][C@H:43]1[CH2:42][CH2:41][C@H:40]([C:38]([NH:37][C@H:22]([C:23](=[O:36])[NH:24][C:25]2[CH:26]=[CH:27][C:28]([C:31]3[NH:35][N:34]=[N:33][N:32]=3)=[CH:29][CH:30]=2)[CH2:21][C:17]2[CH:16]=[C:15]([C:11]3[CH:12]=[CH:13][CH:14]=[C:9]([C:7]([NH:6][CH2:5][CH2:4][N:3]([CH3:2])[CH3:55])=[O:8])[CH:10]=3)[CH:20]=[CH:19][CH:18]=2)=[O:39])[CH2:45][CH2:44]1. (6) Given the reactants [CH2:1]([O:5][C:6]1[CH:11]=[CH:10][CH:9]=[C:8]([F:12])[C:7]=1[F:13])[CH2:2][CH2:3][CH3:4].C([Li])CCC.[B:19](OC)([O:22]C)[O:20]C.Cl, predict the reaction product. The product is: [CH2:1]([O:5][C:6]1[CH:11]=[CH:10][C:9]([B:19]([OH:22])[OH:20])=[C:8]([F:12])[C:7]=1[F:13])[CH2:2][CH2:3][CH3:4].